This data is from Full USPTO retrosynthesis dataset with 1.9M reactions from patents (1976-2016). The task is: Predict the reactants needed to synthesize the given product. (1) The reactants are: [C:1]([C:3]1[CH:12]=[CH:11][C:6]([C:7]([O:9][CH3:10])=[O:8])=[CH:5][CH:4]=1)#[CH:2].C(N)CCC.[Cl:18]/[CH:19]=[CH:20]/Cl. Given the product [Cl:18]/[CH:19]=[CH:20]/[C:2]#[C:1][C:3]1[CH:12]=[CH:11][C:6]([C:7]([O:9][CH3:10])=[O:8])=[CH:5][CH:4]=1, predict the reactants needed to synthesize it. (2) Given the product [NH2:1][C:2]1[C:3]([F:11])=[C:4]([CH2:5][OH:6])[CH:8]=[CH:9][CH:10]=1, predict the reactants needed to synthesize it. The reactants are: [NH2:1][C:2]1[C:3]([F:11])=[C:4]([CH:8]=[CH:9][CH:10]=1)[C:5](O)=[O:6].[H-].[H-].[H-].[H-].[Li+].[Al+3]. (3) The reactants are: [C:1](O[BH3-])(=O)C.[Na+].[CH3:7][N:8]([CH3:49])[C:9]([C@@H:11]1[CH2:15][C@@H:14]([OH:16])[CH2:13][N:12]1[C:17]1([C:41]2[CH:46]=[CH:45][CH:44]=[CH:43][C:42]=2[O:47][CH3:48])[C:25]2[C:20](=[CH:21][CH:22]=[C:23]([Cl:26])[CH:24]=2)[N:19]([S:27]([C:30]2[CH:39]=[C:38]3[C:33]([CH2:34][CH2:35][NH:36][CH2:37]3)=[CH:32][CH:31]=2)(=[O:29])=[O:28])[C:18]1=[O:40])=[O:10].C(O)(=O)C.C=O. Given the product [CH3:7][N:8]([CH3:49])[C:9]([C@@H:11]1[CH2:15][C@@H:14]([OH:16])[CH2:13][N:12]1[C:17]1([C:41]2[CH:46]=[CH:45][CH:44]=[CH:43][C:42]=2[O:47][CH3:48])[C:25]2[C:20](=[CH:21][CH:22]=[C:23]([Cl:26])[CH:24]=2)[N:19]([S:27]([C:30]2[CH:39]=[C:38]3[C:33]([CH2:34][CH2:35][N:36]([CH3:1])[CH2:37]3)=[CH:32][CH:31]=2)(=[O:28])=[O:29])[C:18]1=[O:40])=[O:10], predict the reactants needed to synthesize it. (4) Given the product [CH3:53][O:54][C:55](=[O:65])[C:56]1[CH:61]=[C:60]([CH2:62][N:25]2[CH2:26][CH2:27][CH2:28][C@H:22]([N:21]([CH2:20][C:19]3[CH:44]=[C:45]([C:47]([F:50])([F:48])[F:49])[CH:46]=[C:17]([C:16]([F:51])([F:15])[F:52])[CH:18]=3)[C:38]3[N:39]=[N:40][N:41]([CH3:43])[N:42]=3)[C:23]3[CH:32]=[C:31]([CH3:33])[C:30]([C:34]([F:35])([F:36])[F:37])=[CH:29][C:24]2=3)[CH:59]=[CH:58][C:57]=1[OH:64], predict the reactants needed to synthesize it. The reactants are: C(O[BH-](OC(=O)C)OC(=O)C)(=O)C.[Na+].[F:15][C:16]([F:52])([F:51])[C:17]1[CH:18]=[C:19]([CH:44]=[C:45]([C:47]([F:50])([F:49])[F:48])[CH:46]=1)[CH2:20][N:21]([C:38]1[N:39]=[N:40][N:41]([CH3:43])[N:42]=1)[C@H:22]1[CH2:28][CH2:27][CH2:26][NH:25][C:24]2[CH:29]=[C:30]([C:34]([F:37])([F:36])[F:35])[C:31]([CH3:33])=[CH:32][C:23]1=2.[CH3:53][O:54][C:55](=[O:65])[C:56]1[CH:61]=[C:60]([CH:62]=O)[CH:59]=[CH:58][C:57]=1[OH:64].C(O)(=O)C. (5) Given the product [Cl:19][C:14]1[CH:15]=[CH:16][CH:17]=[CH:18][C:13]=1[C:11]1[C:10]([C:20]([NH2:22])=[O:21])=[CH:9][N:8]([C:6]2[C:5]([CH3:23])=[CH:4][N:3]=[C:2]([NH:1][C:35](=[O:36])[CH:34]([CH3:38])[CH3:33])[CH:7]=2)[CH:12]=1, predict the reactants needed to synthesize it. The reactants are: [NH2:1][C:2]1[CH:7]=[C:6]([N:8]2[CH:12]=[C:11]([C:13]3[CH:18]=[CH:17][CH:16]=[CH:15][C:14]=3[Cl:19])[C:10]([C:20]([NH2:22])=[O:21])=[CH:9]2)[C:5]([CH3:23])=[CH:4][N:3]=1.CCN(C(C)C)C(C)C.[CH3:33][CH:34]([CH3:38])[C:35](Cl)=[O:36]. (6) Given the product [Cl:1][C:2]1[N:7]=[C:6]([N:8]([CH3:13])[CH2:9][CH2:10][CH2:11][O:12][C:16]2[CH:17]=[C:18]3[C:22](=[CH:23][CH:24]=2)[N:21]([CH2:25][C:26]([O:28][CH3:29])=[O:27])[CH:20]=[CH:19]3)[C:5]([F:14])=[CH:4][N:3]=1, predict the reactants needed to synthesize it. The reactants are: [Cl:1][C:2]1[N:7]=[C:6]([N:8]([CH3:13])[CH2:9][CH2:10][CH2:11][OH:12])[C:5]([F:14])=[CH:4][N:3]=1.O[C:16]1[CH:17]=[C:18]2[C:22](=[CH:23][CH:24]=1)[N:21]([CH2:25][C:26]([O:28][CH3:29])=[O:27])[CH:20]=[CH:19]2.C1(P(C2C=CC=CC=2)C2C=CC=CC=2)C=CC=CC=1.N(C(N1CCCCC1)=O)=NC(N1CCCCC1)=O. (7) Given the product [NH:1]1[CH2:8][CH2:7][CH2:6][CH:2]1[C:3]([O:5][CH3:13])=[O:4], predict the reactants needed to synthesize it. The reactants are: [NH:1]1[CH2:8][CH2:7][CH2:6][C@H:2]1[C:3]([OH:5])=[O:4].S(Cl)(Cl)=O.[CH3:13]O. (8) Given the product [Br:1][C:2]1[C:3]([N:12]2[CH2:17][CH2:16][N:15]([CH2:18][C:19]3[N:20]=[C:21]([CH3:24])[S:22][CH:23]=3)[CH2:14][CH2:13]2)=[C:4]2[N:9]=[C:39]([C:38]3[CH:37]=[CH:36][C:35]([CH2:34][N:31]4[CH2:32][CH2:33][O:28][CH2:29][CH2:30]4)=[CH:42][CH:41]=3)[NH:8][C:5]2=[N:6][CH:7]=1, predict the reactants needed to synthesize it. The reactants are: [Br:1][C:2]1[C:3]([N:12]2[CH2:17][CH2:16][N:15]([CH2:18][C:19]3[N:20]=[C:21]([CH3:24])[S:22][CH:23]=3)[CH2:14][CH2:13]2)=[C:4]([N+:9]([O-])=O)[C:5]([NH2:8])=[N:6][CH:7]=1.CCO.[O:28]1[CH2:33][CH2:32][N:31]([CH2:34][C:35]2[CH:42]=[CH:41][C:38]([CH:39]=O)=[CH:37][CH:36]=2)[CH2:30][CH2:29]1.[O-]S(S([O-])=O)=O.[Na+].[Na+]. (9) Given the product [Cl:22][C:18]1[CH:17]=[C:16]([C:15]2[S:14][C:13]([CH3:23])=[N:12][C:11]=2[C:9]([N:8]2[CH2:7][C@H:6]3[C@H:4]([CH2:5]3)[C@H:3]2[CH2:2][NH:1][C:33]([C:26]2[C:27]3[C:32](=[CH:31][CH:30]=[CH:29][CH:28]=3)[NH:24][CH:25]=2)=[O:34])=[O:10])[CH:21]=[CH:20][CH:19]=1, predict the reactants needed to synthesize it. The reactants are: [NH2:1][CH2:2][C@H:3]1[N:8]([C:9]([C:11]2[N:12]=[C:13]([CH3:23])[S:14][C:15]=2[C:16]2[CH:21]=[CH:20][CH:19]=[C:18]([Cl:22])[CH:17]=2)=[O:10])[CH2:7][C@H:6]2[C@@H:4]1[CH2:5]2.[NH:24]1[C:32]2[C:27](=[CH:28][CH:29]=[CH:30][CH:31]=2)[C:26]([C:33](O)=[O:34])=[CH:25]1. (10) The reactants are: [Cl:1][C:2]1[C:9]([Cl:10])=[CH:8][CH:7]=[CH:6][C:3]=1[CH:4]=O.[NH2:11][C:12]1[CH:16]=[CH:15][NH:14][N:13]=1.[C:17]([CH2:25][C:26]([O:28][CH2:29][CH3:30])=[O:27])(=O)[C:18]1[CH:23]=[CH:22][CH:21]=[CH:20][CH:19]=1. Given the product [Cl:1][C:2]1[C:9]([Cl:10])=[CH:8][CH:7]=[CH:6][C:3]=1[CH:4]1[C:25]([C:26]([O:28][CH2:29][CH3:30])=[O:27])=[C:17]([C:18]2[CH:19]=[CH:20][CH:21]=[CH:22][CH:23]=2)[NH:11][C:12]2=[N:13][NH:14][CH:15]=[C:16]12, predict the reactants needed to synthesize it.